The task is: Predict which catalyst facilitates the given reaction.. This data is from Catalyst prediction with 721,799 reactions and 888 catalyst types from USPTO. (1) Reactant: Br[C:2]1[CH:21]=[CH:20][C:5]([C:6]([N:8]([CH2:12][C:13]2[CH:18]=[CH:17][CH:16]=[CH:15][C:14]=2[OH:19])[CH:9]([CH3:11])[CH3:10])=[O:7])=[CH:4][CH:3]=1.[O:22]1[CH:26]=[CH:25][CH:24]=[C:23]1B(O)O.C([O-])([O-])=O.[Na+].[Na+].O. Product: [O:22]1[CH:26]=[CH:25][CH:24]=[C:23]1[C:2]1[CH:21]=[CH:20][C:5]([C:6]([N:8]([CH2:12][C:13]2[CH:18]=[CH:17][CH:16]=[CH:15][C:14]=2[OH:19])[CH:9]([CH3:11])[CH3:10])=[O:7])=[CH:4][CH:3]=1. The catalyst class is: 57. (2) Reactant: [NH2:1][C:2]1[S:3][CH:4]=[C:5]([CH3:7])[N:6]=1.[Cl:8][C:9]1[CH:17]=[CH:16][C:15]([N+:18]([O-:20])=[O:19])=[CH:14][C:10]=1[C:11](O)=[O:12].C(N1C=CN=C1)(N1C=CN=C1)=O. Product: [CH3:7][C:5]1[N:6]=[C:2]([NH:1][C:11]([C:10]2[CH:14]=[C:15]([N+:18]([O-:20])=[O:19])[CH:16]=[CH:17][C:9]=2[Cl:8])=[O:12])[S:3][CH:4]=1. The catalyst class is: 7.